This data is from Reaction yield outcomes from USPTO patents with 853,638 reactions. The task is: Predict the reaction yield, written as a fraction of the theoretical maximum amount of product (1.0 means a 100% yield; for example, 0.34 means a 34% yield). (1) The reactants are [C:1]([O:4][CH2:5][CH2:6][CH2:7][O:8][C:9]1[CH:10]=[C:11]2[C:16](=[CH:17][C:18]=1[O:19][CH3:20])[CH:15]([CH2:21][C:22]1[CH:27]=[CH:26][CH:25]=[C:24]([O:28][CH3:29])[CH:23]=1)[NH:14][CH:13]=[C:12]2[CH:30]=[O:31])(=[O:3])[CH3:2]. The catalyst is C(Cl)(Cl)Cl.[O-2].[Mn+4].[O-2]. The product is [C:1]([O:4][CH2:5][CH2:6][CH2:7][O:8][C:9]1[CH:10]=[C:11]2[C:16](=[CH:17][C:18]=1[O:19][CH3:20])[C:15]([CH2:21][C:22]1[CH:27]=[CH:26][CH:25]=[C:24]([O:28][CH3:29])[CH:23]=1)=[N:14][CH:13]=[C:12]2[CH:30]=[O:31])(=[O:3])[CH3:2]. The yield is 0.230. (2) The catalyst is C(O)C.C(OCC)(=O)C. The product is [NH2:15][C:16]1[CH:21]=[CH:20][C:19]([S:22][C:2]2[CH:11]=[CH:10][C:5]([C:6]([O:8][CH3:9])=[O:7])=[CH:4][C:3]=2[N+:12]([O-:14])=[O:13])=[CH:18][CH:17]=1. The yield is 0.960. The reactants are Cl[C:2]1[CH:11]=[CH:10][C:5]([C:6]([O:8][CH3:9])=[O:7])=[CH:4][C:3]=1[N+:12]([O-:14])=[O:13].[NH2:15][C:16]1[CH:21]=[CH:20][C:19]([SH:22])=[CH:18][CH:17]=1.C([O-])(=O)C.[Na+]. (3) The reactants are [CH3:1][N:2]1[C:6]([C:7]2[CH:12]=[CH:11][CH:10]=[CH:9][CH:8]=2)=[C:5]([C:13]([OH:15])=O)[CH:4]=[N:3]1.C(Cl)(=O)C(Cl)=O.CN(C)C=O.[NH2:27][C:28]1[CH:29]=[C:30]([CH:49]=[CH:50][CH:51]=1)[O:31][C:32]1[CH:46]=[CH:45][C:35]2[N:36]=[C:37]([NH:39][C:40]([CH:42]3[CH2:44][CH2:43]3)=[O:41])[S:38][C:34]=2[C:33]=1[C:47]#[N:48]. The catalyst is O1CCCC1.C(OCC)(=O)C. The product is [C:47]([C:33]1[C:34]2[S:38][C:37]([NH:39][C:40]([CH:42]3[CH2:43][CH2:44]3)=[O:41])=[N:36][C:35]=2[CH:45]=[CH:46][C:32]=1[O:31][C:30]1[CH:29]=[C:28]([NH:27][C:13]([C:5]2[CH:4]=[N:3][N:2]([CH3:1])[C:6]=2[C:7]2[CH:8]=[CH:9][CH:10]=[CH:11][CH:12]=2)=[O:15])[CH:51]=[CH:50][CH:49]=1)#[N:48]. The yield is 0.670. (4) The reactants are [CH:1]([C:4]1[CH:9]=[CH:8][C:7]([O:10][CH3:11])=[CH:6][CH:5]=1)([CH3:3])[CH3:2].ClC[CH2:14][C:15](Cl)=[O:16].[Al+3].[Cl-].[Cl-].[Cl-].Cl. The catalyst is C(Cl)Cl. The product is [CH:1]([C:4]1[CH:5]=[C:6]2[C:7](=[CH:8][CH:9]=1)[O:10][CH2:11][CH2:14][C:15]2=[O:16])([CH3:3])[CH3:2]. The yield is 0.240. (5) The reactants are [H-].[Na+].[Cl:3][C:4]1[N:9]=[CH:8][C:7]([C:10]2[NH:14][C:13]([C@@H:15]3[CH2:19][CH2:18][CH2:17][N:16]3[C:20]([O:22][C:23]([CH3:26])([CH3:25])[CH3:24])=[O:21])=[N:12][CH:11]=2)=[CH:6][N:5]=1.[CH3:27][Si:28]([CH2:31][CH2:32][O:33][CH2:34]Cl)([CH3:30])[CH3:29]. The catalyst is CN(C=O)C. The product is [Cl:3][C:4]1[N:9]=[CH:8][C:7]([C:10]2[N:14]([CH2:34][O:33][CH2:32][CH2:31][Si:28]([CH3:30])([CH3:29])[CH3:27])[C:13]([C@@H:15]3[CH2:19][CH2:18][CH2:17][N:16]3[C:20]([O:22][C:23]([CH3:26])([CH3:25])[CH3:24])=[O:21])=[N:12][CH:11]=2)=[CH:6][N:5]=1. The yield is 0.850. (6) The reactants are [OH:1][C:2]1[CH:7]=[CH:6][C:5]([CH2:8][C:9]([O:11]C)=[O:10])=[CH:4][CH:3]=1.C([O-])([O-])=O.[K+].[K+].[CH3:19][C:20]1([O:23][CH2:22]1)[CH3:21]. The catalyst is CN(C=O)C. The product is [OH:23][C:20]([CH3:22])([CH3:21])[CH2:19][O:1][C:2]1[CH:3]=[CH:4][C:5]([CH2:8][C:9]([OH:11])=[O:10])=[CH:6][CH:7]=1. The yield is 0.700. (7) The catalyst is C(Cl)Cl. The yield is 1.00. The reactants are O1CCCCC1[O:7][CH:8]1[CH2:13][NH:12][C:11](=[O:14])[N:10]2[C:15]3[N:21]=[CH:20][CH:19]=[CH:18][C:16]=3[CH:17]=[C:9]12. The product is [OH:7][CH:8]1[CH2:13][NH:12][C:11](=[O:14])[N:10]2[C:15]3[N:21]=[CH:20][CH:19]=[CH:18][C:16]=3[CH:17]=[C:9]12. (8) The reactants are [CH2:1]([N:4]([C@@H:28]([CH3:33])[C:29]([F:32])([F:31])[F:30])[S:5]([C:8]1[CH:9]=[N:10][C:11]([C:14]2[NH:15][C:16]3[C:21]([C:22]=2[C:23]#[N:24])=[CH:20][CH:19]=[C:18]([CH:25]2[CH2:27][CH2:26]2)[CH:17]=3)=[CH:12][CH:13]=1)(=[O:7])=[O:6])[CH:2]=[CH2:3].Br[C:35]1[N:40]=[CH:39][CH:38]=[CH:37][N:36]=1.CN[C@@H]1CCCC[C@H]1NC.[O-]P([O-])([O-])=O.[K+].[K+].[K+]. The catalyst is C1(C)C=CC=CC=1.[Cu]I. The product is [CH2:1]([N:4]([C@@H:28]([CH3:33])[C:29]([F:31])([F:30])[F:32])[S:5]([C:8]1[CH:9]=[N:10][C:11]([C:14]2[N:15]([C:35]3[N:40]=[CH:39][CH:38]=[CH:37][N:36]=3)[C:16]3[C:21]([C:22]=2[C:23]#[N:24])=[CH:20][CH:19]=[C:18]([CH:25]2[CH2:26][CH2:27]2)[CH:17]=3)=[CH:12][CH:13]=1)(=[O:6])=[O:7])[CH:2]=[CH2:3]. The yield is 0.860. (9) The reactants are Br[C:2]1[CH:3]=[N:4][CH:5]=[C:6]([N:10]2[CH2:21][CH2:20][N:19]3[C:12](=[CH:13][C:14]4[CH2:15][C:16]([CH3:23])([CH3:22])[CH2:17][C:18]=43)[C:11]2=[O:24])[C:7]=1[CH:8]=[O:9].[CH3:25][N:26]1[CH:31]=[C:30](B2OC(C)(C)C(C)(C)O2)[CH:29]=[C:28]([NH:41][C:42]2[CH:47]=[CH:46][C:45]([N:48]3[CH2:53][CH2:52][N:51]([CH:54]4[CH2:57][O:56][CH2:55]4)[CH2:50][CH2:49]3)=[CH:44][N:43]=2)[C:27]1=[O:58].[O-]P([O-])([O-])=O.[K+].[K+].[K+].CC([O-])=O.[Na+]. The catalyst is CC#N.O.C1C=CC(P(C2C=CC=CC=2)[C-]2C=CC=C2)=CC=1.C1C=CC(P(C2C=CC=CC=2)[C-]2C=CC=C2)=CC=1.Cl[Pd]Cl.[Fe+2]. The product is [CH3:25][N:26]1[C:27](=[O:58])[C:28]([NH:41][C:42]2[CH:47]=[CH:46][C:45]([N:48]3[CH2:53][CH2:52][N:51]([CH:54]4[CH2:55][O:56][CH2:57]4)[CH2:50][CH2:49]3)=[CH:44][N:43]=2)=[CH:29][C:30]([C:2]2[C:7]([CH:8]=[O:9])=[C:6]([N:10]3[CH2:21][CH2:20][N:19]4[C:12](=[CH:13][C:14]5[CH2:15][C:16]([CH3:23])([CH3:22])[CH2:17][C:18]=54)[C:11]3=[O:24])[CH:5]=[N:4][CH:3]=2)=[CH:31]1. The yield is 0.350. (10) The reactants are [NH2:1][C:2]1[CH:3]=[C:4]2[C:8](=[CH:9][CH:10]=1)[CH2:7][CH2:6][CH2:5]2.Cl[CH2:12][CH2:13][C:14]([O:16][CH2:17][CH3:18])=[O:15].C(=O)([O-])[O-].[K+].[K+]. The catalyst is [Br-].C([N+](CCCC)(CCCC)CCCC)CCC. The product is [CH2:17]([O:16][C:14](=[O:15])[CH2:13][CH2:12][NH:1][C:2]1[CH:3]=[C:4]2[C:8](=[CH:9][CH:10]=1)[CH2:7][CH2:6][CH2:5]2)[CH3:18]. The yield is 0.710.